Dataset: Reaction yield outcomes from USPTO patents with 853,638 reactions. Task: Predict the reaction yield, written as a fraction of the theoretical maximum amount of product (1.0 means a 100% yield; for example, 0.34 means a 34% yield). (1) The reactants are C([CH:3]1[N:9]=[C:8]([C:10]2[CH:15]=[CH:14][CH:13]=[CH:12][C:11]=2[F:16])[C:7]2[CH:17]=[CH:18][CH:19]=[CH:20][C:6]=2[N:5]2[C:21](Br)=[N:22][C:23]([C:24]([O-:26])=[O:25])=[C:4]12)C.[CH3:28][Si:29]([C:32]#[CH:33])([CH3:31])[CH3:30].[CH3:34][C:35]#N. The yield is 0.820. The catalyst is C(N(CC)CC)C.CC([O-])=O.CC([O-])=O.C1C=CC(P(C2C=CC=CC=2)C2C=CC=CC=2)=CC=1.C1C=CC(P(C2C=CC=CC=2)C2C=CC=CC=2)=CC=1.[Pd+2]. The product is [CH3:28][Si:29]([C:32]#[C:33][C:18]1[CH:19]=[CH:20][C:6]2[N:5]3[CH:21]=[N:22][C:23]([C:24]([O:26][CH2:34][CH3:35])=[O:25])=[C:4]3[CH2:3][N:9]=[C:8]([C:10]3[CH:15]=[CH:14][CH:13]=[CH:12][C:11]=3[F:16])[C:7]=2[CH:17]=1)([CH3:31])[CH3:30]. (2) The reactants are [CH:1]1([S:4](Cl)(=[O:6])=[O:5])[CH2:3][CH2:2]1.N1C=CC=CC=1.[Br:14][C:15]1[CH:16]=[C:17]([NH2:22])[C:18]([CH3:21])=[N:19][CH:20]=1. No catalyst specified. The product is [Br:14][C:15]1[CH:16]=[C:17]([NH:22][S:4]([CH:1]2[CH2:3][CH2:2]2)(=[O:6])=[O:5])[C:18]([CH3:21])=[N:19][CH:20]=1. The yield is 0.668. (3) The reactants are [ClH:1].[NH2:2][C:3]1[N:8]=[C:7]([NH:9][C:10]2[CH:15]=[CH:14][C:13]([NH:16]C(=O)C)=[CH:12][CH:11]=2)[CH:6]=[C:5]([CH3:20])[N:4]=1. The catalyst is Cl. The product is [ClH:1].[NH2:16][C:13]1[CH:12]=[CH:11][C:10]([NH:9][C:7]2[CH:6]=[C:5]([CH3:20])[N:4]=[C:3]([NH2:2])[N:8]=2)=[CH:15][CH:14]=1. The yield is 0.970. (4) The reactants are [C:1]([C:5]1[N:9]([CH2:10][CH:11]2[CH2:16][CH2:15][O:14][CH2:13][CH2:12]2)[C:8]2[CH:17]=[CH:18][C:19]([S:21](Cl)(=[O:23])=[O:22])=[CH:20][C:7]=2[N:6]=1)([CH3:4])([CH3:3])[CH3:2].[NH:25]1[CH:29]=[CH:28][C:27]([NH:30]C(=O)OC(C)(C)C)=[N:26]1. The yield is 0.190. The catalyst is CN(C1C=CN=CC=1)C.CC#N. The product is [C:1]([C:5]1[N:9]([CH2:10][CH:11]2[CH2:16][CH2:15][O:14][CH2:13][CH2:12]2)[C:8]2[CH:17]=[CH:18][C:19]([S:21]([N:25]3[CH:29]=[CH:28][C:27]([NH2:30])=[N:26]3)(=[O:23])=[O:22])=[CH:20][C:7]=2[N:6]=1)([CH3:4])([CH3:3])[CH3:2]. (5) The reactants are Br[C:2]1[CH:3]=[CH:4][C:5]([O:8][CH3:9])=[N:6][CH:7]=1.[Li]CCCC.C(O[B:19]1[O:23][C:22]([CH3:25])([CH3:24])[C:21]([CH3:27])([CH3:26])[O:20]1)(C)C.O. The catalyst is C1COCC1. The product is [CH3:9][O:8][C:5]1[CH:4]=[CH:3][C:2]([B:19]2[O:23][C:22]([CH3:25])([CH3:24])[C:21]([CH3:27])([CH3:26])[O:20]2)=[CH:7][N:6]=1. The yield is 0.675. (6) The reactants are [CH3:1][O:2][C:3]1[CH:4]=[C:5]2[C:10](=[CH:11][C:12]=1[O:13][CH2:14][CH:15]1[CH2:20][CH2:19][N:18]([CH3:21])[CH2:17][CH2:16]1)[N:9]=[CH:8][NH:7][C:6]2=O.CN(C=O)C.S(Cl)([Cl:30])=O. No catalyst specified. The product is [Cl:30][C:6]1[C:5]2[C:10](=[CH:11][C:12]([O:13][CH2:14][CH:15]3[CH2:20][CH2:19][N:18]([CH3:21])[CH2:17][CH2:16]3)=[C:3]([O:2][CH3:1])[CH:4]=2)[N:9]=[CH:8][N:7]=1. The yield is 0.980. (7) The reactants are P(Cl)(Cl)([Cl:3])=O.[CH2:6]([O:8][C:9]([C:11]1[CH:20]=[C:19]2[C:14]([CH:15]=[CH:16][CH:17]=[N+:18]2[O-])=[CH:13][CH:12]=1)=[O:10])[CH3:7].O.[OH-].[K+]. The catalyst is ClCCl. The product is [Cl:3][C:17]1[CH:16]=[CH:15][C:14]2[C:19](=[CH:20][C:11]([C:9]([O:8][CH2:6][CH3:7])=[O:10])=[CH:12][CH:13]=2)[N:18]=1. The yield is 0.520. (8) The reactants are [CH3:1][C:2]1[N:3]=[C:4]([N:10]2[CH:15]=[CH:14][C:13]([O:16][CH2:17][C:18]3[CH:23]=[CH:22][CH:21]=[CH:20][CH:19]=3)=[CH:12][C:11]2=[O:24])[S:5][C:6]=1[C:7]([OH:9])=O.CN1CCOCC1.C(OC(Cl)=O)C(C)C.[CH2:40]([NH2:47])[C:41]1[CH:46]=[CH:45][CH:44]=[CH:43][CH:42]=1. The catalyst is ClCCl.C(OCC)(=O)C. The product is [CH2:40]([NH:47][C:7]([C:6]1[S:5][C:4]([N:10]2[CH:15]=[CH:14][C:13]([O:16][CH2:17][C:18]3[CH:23]=[CH:22][CH:21]=[CH:20][CH:19]=3)=[CH:12][C:11]2=[O:24])=[N:3][C:2]=1[CH3:1])=[O:9])[C:41]1[CH:46]=[CH:45][CH:44]=[CH:43][CH:42]=1. The yield is 0.440.